Dataset: Reaction yield outcomes from USPTO patents with 853,638 reactions. Task: Predict the reaction yield, written as a fraction of the theoretical maximum amount of product (1.0 means a 100% yield; for example, 0.34 means a 34% yield). (1) The reactants are [NH2:1][CH:2]([CH:6]1[CH2:11][CH2:10][CH2:9][CH2:8][CH:7]1[C:12]([F:15])([F:14])[F:13])[C:3]([OH:5])=[O:4].C([O-])(O)=O.[Na+].[CH3:21][C:22]([O:25][C:26](O[C:26]([O:25][C:22]([CH3:24])([CH3:23])[CH3:21])=[O:27])=[O:27])([CH3:24])[CH3:23]. The catalyst is O1CCOCC1.O. The product is [C:22]([O:25][C:26]([NH:1][CH:2]([CH:6]1[CH2:11][CH2:10][CH2:9][CH2:8][CH:7]1[C:12]([F:13])([F:14])[F:15])[C:3]([OH:5])=[O:4])=[O:27])([CH3:24])([CH3:23])[CH3:21]. The yield is 0.870. (2) The reactants are Cl[C:2]1[N:9]=[CH:8][CH:7]=[CH:6][C:3]=1[C:4]#[N:5].[F:10][C:11]1[CH:16]=[C:15]([F:17])[CH:14]=[C:13]([F:18])[C:12]=1B(O)O. No catalyst specified. The product is [F:10][C:11]1[CH:16]=[C:15]([F:17])[CH:14]=[C:13]([F:18])[C:12]=1[C:2]1[N:9]=[CH:8][CH:7]=[CH:6][C:3]=1[C:4]#[N:5]. The yield is 0.820.